From a dataset of Full USPTO retrosynthesis dataset with 1.9M reactions from patents (1976-2016). Predict the reactants needed to synthesize the given product. (1) Given the product [CH2:13]([NH:16][CH2:12][C@@H:2]([OH:1])[CH2:3][O:4][CH2:5][C:6]1[CH:11]=[CH:10][CH:9]=[CH:8][CH:7]=1)[CH:14]=[CH2:15], predict the reactants needed to synthesize it. The reactants are: [O:1]1[CH2:12][C@@H:2]1[CH2:3][O:4][CH2:5][C:6]1[CH:11]=[CH:10][CH:9]=[CH:8][CH:7]=1.[CH2:13]([NH2:16])[CH:14]=[CH2:15]. (2) Given the product [C:1](=[O:15])([O:5][C:6]1[CH:11]=[CH:10][C:9]([N+:12]([O-:14])=[O:13])=[CH:8][CH:7]=1)[O:2][CH2:3][O:34][P:16]([O:18][CH2:19][C:20]1[CH:25]=[CH:24][CH:23]=[CH:22][CH:21]=1)([O:26][CH2:27][C:28]1[CH:33]=[CH:32][CH:31]=[CH:30][CH:29]=1)=[O:17], predict the reactants needed to synthesize it. The reactants are: [C:1](=[O:15])([O:5][C:6]1[CH:11]=[CH:10][C:9]([N+:12]([O-:14])=[O:13])=[CH:8][CH:7]=1)[O:2][CH2:3]Cl.[P:16]([O-:34])([O:26][CH2:27][C:28]1[CH:33]=[CH:32][CH:31]=[CH:30][CH:29]=1)([O:18][CH2:19][C:20]1[CH:25]=[CH:24][CH:23]=[CH:22][CH:21]=1)=[O:17]. (3) The reactants are: [Br:1][C:2]1[CH:3]=[C:4]2[C:9](Cl)=[C:8]([C:11]([NH2:13])=[O:12])[CH:7]=[N:6][N:5]2[CH:14]=1.[NH2:15][C@H:16]1[C@@H:20]([O:21][CH3:22])[CH2:19][N:18](C(OCC2C=CC=CC=2)=O)[CH2:17]1.CCN(C(C)C)C(C)C.I[Si](C)(C)C. Given the product [Br:1][C:2]1[CH:3]=[C:4]2[C:9]([NH:15][C@H:16]3[C@@H:20]([O:21][CH3:22])[CH2:19][NH:18][CH2:17]3)=[C:8]([C:11]([NH2:13])=[O:12])[CH:7]=[N:6][N:5]2[CH:14]=1, predict the reactants needed to synthesize it. (4) Given the product [CH3:1][O:2][C:3]([C:5]1[C:6]([OH:24])=[C:7]2[C:12](=[C:13]([C:25]#[N:26])[N:14]=1)[N:11]([CH2:16][C:17]1[CH:22]=[CH:21][CH:20]=[CH:19][CH:18]=1)[C:10](=[O:23])[CH2:9][CH2:8]2)=[O:4], predict the reactants needed to synthesize it. The reactants are: [CH3:1][O:2][C:3]([C:5]1[C:6]([OH:24])=[C:7]2[C:12](=[C:13](Br)[N:14]=1)[N:11]([CH2:16][C:17]1[CH:22]=[CH:21][CH:20]=[CH:19][CH:18]=1)[C:10](=[O:23])[CH2:9][CH2:8]2)=[O:4].[C:25]([Cu])#[N:26].C(Cl)Cl.Cl. (5) Given the product [CH2:38]([NH:45][C:46]([N:26]1[C:24]2[C:23](=[CH:22][CH:21]=[C:20]([O:19][CH2:18][CH2:17][CH2:16][CH2:15][N:12]3[CH2:13][CH2:14][N:9]([C:3]4[CH:2]=[CH:1][CH:6]=[C:5]([Cl:7])[C:4]=4[Cl:8])[CH2:10][CH2:11]3)[CH:25]=2)[CH2:30][CH2:29][C:27]1=[O:28])=[O:47])[C:39]1[CH:44]=[CH:43][CH:42]=[CH:41][CH:40]=1, predict the reactants needed to synthesize it. The reactants are: [CH:1]1[CH:2]=[C:3]([N:9]2[CH2:14][CH2:13][N:12]([CH2:15][CH2:16][CH2:17][CH2:18][O:19][C:20]3[CH:21]=[CH:22][C:23]4[CH2:30][CH2:29][C:27](=[O:28])[NH:26][C:24]=4[CH:25]=3)[CH2:11][CH2:10]2)[C:4]([Cl:8])=[C:5]([Cl:7])[CH:6]=1.C(N(CC)CC)C.[CH2:38]([N:45]=[C:46]=[O:47])[C:39]1[CH:44]=[CH:43][CH:42]=[CH:41][CH:40]=1.